This data is from Reaction yield outcomes from USPTO patents with 853,638 reactions. The task is: Predict the reaction yield, written as a fraction of the theoretical maximum amount of product (1.0 means a 100% yield; for example, 0.34 means a 34% yield). (1) The reactants are [CH2:1]([O:8][C:9]1[CH:10]=[C:11]([N:15]2[C:19]3[N:20]=[C:21]([C:25]4[CH:30]=[CH:29][C:28]([O:31][CH3:32])=[C:27]([F:33])[CH:26]=4)[N:22]=[C:23]([CH3:24])[C:18]=3[C:17]3([CH2:35][CH2:34]3)[C:16]2=O)[CH:12]=[CH:13][CH:14]=1)[C:2]1[CH:7]=[CH:6][CH:5]=[CH:4][CH:3]=1. The catalyst is C1COCC1.C1(C)C=CC=CC=1. The product is [CH2:1]([O:8][C:9]1[CH:10]=[C:11]([N:15]2[C:19]3[N:20]=[C:21]([C:25]4[CH:30]=[CH:29][C:28]([O:31][CH3:32])=[C:27]([F:33])[CH:26]=4)[N:22]=[C:23]([CH3:24])[C:18]=3[C:17]3([CH2:35][CH2:34]3)[CH2:16]2)[CH:12]=[CH:13][CH:14]=1)[C:2]1[CH:7]=[CH:6][CH:5]=[CH:4][CH:3]=1. The yield is 0.570. (2) The reactants are [O:1]=[C:2]1[NH:6][C@H:5]([CH2:7]OS(C2C=CC(C)=CC=2)(=O)=O)[CH2:4][CH2:3]1.[N-:19]=[N+:20]=[N-:21].[Na+]. The catalyst is CN(C=O)C. The product is [N:19]([CH2:7][C@H:5]1[NH:6][C:2](=[O:1])[CH2:3][CH2:4]1)=[N+:20]=[N-:21]. The yield is 0.880. (3) The reactants are [Cl:1][C:2]1([C:22]([O:24]CC)=[O:23])[CH:7]=[CH:6][C:5]([N:8]([C:12]2[CH:17]=[CH:16][CH:15]=[CH:14][C:13]=2[C:18]([F:21])([F:20])[F:19])[C:9](=[O:11])[NH2:10])=[CH:4][CH2:3]1.[OH-].[K+]. The catalyst is CO. The product is [Cl:1][C:2]1([C:22]([OH:24])=[O:23])[CH:3]=[CH:4][C:5]([N:8]([C:12]2[CH:17]=[CH:16][CH:15]=[CH:14][C:13]=2[C:18]([F:21])([F:19])[F:20])[C:9](=[O:11])[NH2:10])=[CH:6][CH2:7]1. The yield is 0.920. (4) The reactants are [CH2:1]1[C:10]2[C:5](=[CH:6][CH:7]=[CH:8][CH:9]=2)[CH2:4][CH2:3][N:2]1[CH2:11][CH2:12][CH2:13][CH2:14][O:15][C:16]1[N:25]=[C:24]2[C:19]([CH2:20][CH2:21][C:22](=[O:26])[NH:23]2)=[CH:18][CH:17]=1.[Cl:27]C1C=CC=C2C=1CCNC2. No catalyst specified. The product is [Cl:27][C:6]1[CH:7]=[CH:8][CH:9]=[C:10]2[C:5]=1[CH2:4][CH2:3][N:2]([CH2:11][CH2:12][CH2:13][CH2:14][O:15][C:16]1[N:25]=[C:24]3[C:19]([CH2:20][CH2:21][C:22](=[O:26])[NH:23]3)=[CH:18][CH:17]=1)[CH2:1]2. The yield is 0.340. (5) The yield is 0.257. The product is [Br:1][C:2]1[CH:10]=[C:9]2[C:5]([C:6]([CH3:11])=[CH:7][N:8]2[S:26]([C:19]2[C:20]3[C:25](=[CH:24][CH:23]=[CH:22][CH:21]=3)[C:16]([O:15][CH3:14])=[C:17]([N:30]3[CH2:35][CH2:34][N:33]([C:36](=[O:41])[C:37]([Cl:40])([Cl:38])[Cl:39])[CH2:32][CH2:31]3)[CH:18]=2)(=[O:27])=[O:28])=[CH:4][CH:3]=1. The reactants are [Br:1][C:2]1[CH:10]=[C:9]2[C:5]([C:6]([CH3:11])=[CH:7][NH:8]2)=[CH:4][CH:3]=1.[H-].[Na+].[CH3:14][O:15][C:16]1[C:25]2[C:20](=[CH:21][CH:22]=[CH:23][CH:24]=2)[C:19]([S:26](Cl)(=[O:28])=[O:27])=[CH:18][C:17]=1[N:30]1[CH2:35][CH2:34][N:33]([C:36](=[O:41])[C:37]([Cl:40])([Cl:39])[Cl:38])[CH2:32][CH2:31]1. The catalyst is C1COCC1. (6) The reactants are [CH3:1][C:2]1[C:12]([N+:13]([O-:15])=[O:14])=[CH:11][C:10]([N+:16]([O-:18])=[O:17])=[CH:9][C:3]=1[C:4]([O:6][CH2:7][CH3:8])=[O:5].C[C:20]([N:22]([CH3:24])[CH3:23])=O. The catalyst is CN(C=O)C. The product is [CH3:20][N:22]([CH3:24])/[CH:23]=[CH:1]/[C:2]1[C:12]([N+:13]([O-:15])=[O:14])=[CH:11][C:10]([N+:16]([O-:18])=[O:17])=[CH:9][C:3]=1[C:4]([O:6][CH2:7][CH3:8])=[O:5]. The yield is 0.480.